Dataset: Full USPTO retrosynthesis dataset with 1.9M reactions from patents (1976-2016). Task: Predict the reactants needed to synthesize the given product. (1) Given the product [Br:16][C:7]1[N:6]([CH2:5][CH2:4][CH2:3][O:2][CH3:1])[CH:10]=[CH:9][N:8]=1, predict the reactants needed to synthesize it. The reactants are: [CH3:1][O:2][CH2:3][CH2:4][CH2:5][N:6]1[CH:10]=[CH:9][N:8]=[CH:7]1.C([Li])CCC.[Br:16]C(Br)(Br)Br.[Cl-].[NH4+]. (2) Given the product [C:4]([O:8][C:9]([NH:11][C:12]1[CH:16]=[CH:15][S:14][C:13]=1[C:17]([NH:2][NH2:3])=[O:19])=[O:10])([CH3:7])([CH3:6])[CH3:5], predict the reactants needed to synthesize it. The reactants are: O.[NH2:2][NH2:3].[C:4]([O:8][C:9]([NH:11][C:12]1[CH:16]=[CH:15][S:14][C:13]=1[C:17]([O:19]C)=O)=[O:10])([CH3:7])([CH3:6])[CH3:5]. (3) Given the product [Cl:24][C:9]1[C:10]2[N:11]=[C:2]([Cl:1])[CH:3]=[CH:4][C:5]=2[N:6]=[CH:7][N:8]=1, predict the reactants needed to synthesize it. The reactants are: [Cl:1][C:2]1[CH:3]=[CH:4][C:5]2[NH:6][CH:7]=[N:8][C:9](=O)[C:10]=2[N:11]=1.CCN(C(C)C)C(C)C.O=P(Cl)(Cl)[Cl:24]. (4) Given the product [CH2:36]([N:19]([CH2:17][CH3:18])[C:20]1[CH:25]=[CH:24][C:23]([C:26]2([C:30]3[CH:31]=[CH:32][CH:33]=[CH:34][CH:35]=3)[O:12][C:5]3[C:6]4[C:11]([C:2]([OH:1])=[C:3]([C:13]([O:15][CH3:16])=[O:14])[C:4]=3[CH:28]=[CH:27]2)=[CH:10][CH:9]=[CH:8][CH:7]=4)=[CH:22][CH:21]=1)[CH3:37], predict the reactants needed to synthesize it. The reactants are: [OH:1][C:2]1[C:11]2[C:6](=[CH:7][CH:8]=[CH:9][CH:10]=2)[C:5]([OH:12])=[CH:4][C:3]=1[C:13]([O:15][CH3:16])=[O:14].[CH2:17]([N:19]([CH2:36][CH3:37])[C:20]1[CH:25]=[CH:24][C:23]([C:26]([C:30]2[CH:35]=[CH:34][CH:33]=[CH:32][CH:31]=2)(O)[C:27]#[CH:28])=[CH:22][CH:21]=1)[CH3:18]. (5) Given the product [NH2:16][C:11]1[CH:12]=[CH:13][CH:14]=[CH:15][C:10]=1[CH:8]([OH:9])[CH2:7][NH:6][CH2:5][CH2:4][C:3]1[CH:20]=[CH:21][C:22]([Cl:24])=[CH:23][C:2]=1[Br:1], predict the reactants needed to synthesize it. The reactants are: [Br:1][C:2]1[CH:23]=[C:22]([Cl:24])[CH:21]=[CH:20][C:3]=1[CH2:4][CH2:5][NH:6][CH2:7][CH:8]([C:10]1[CH:15]=[CH:14][CH:13]=[CH:12][C:11]=1[NH:16]C(=O)C)[OH:9].C[O-].[Na+]. (6) Given the product [O:11]=[CH:12][C@@H:13]([C@H:14]([C@H:15]([C@@H:16]([CH2:18][OH:19])[OH:17])[OH:30])[OH:31])[OH:33], predict the reactants needed to synthesize it. The reactants are: CC1OC(CO)C(O)C([O:11][CH:12]2[O:17][CH:16]([CH2:18][O:19]C3OCC(O)C(OC)C3O)[CH:15]([OH:30])[CH:14]([O:31]C)[CH:13]2[OH:33])C1O.Cl. (7) Given the product [F:10][C:9]1[CH:8]=[CH:7][CH:6]=[C:3]([C:4]#[N:5])[C:2]=1[C:13]1[CH:14]=[C:15]([N+:18]([O-:20])=[O:19])[CH:16]=[CH:17][C:12]=1[F:11], predict the reactants needed to synthesize it. The reactants are: Br[C:2]1[C:9]([F:10])=[CH:8][CH:7]=[CH:6][C:3]=1[C:4]#[N:5].[F:11][C:12]1[CH:17]=[CH:16][C:15]([N+:18]([O-:20])=[O:19])=[CH:14][C:13]=1B1OC(C)(C)C(C)(C)O1. (8) Given the product [CH3:20][C:21]1[C:29]2[CH2:28][O:27][C:26](=[O:30])[C:25]=2[CH:24]=[CH:23][C:22]=1[CH2:31][CH2:32][N:6]1[CH2:5][CH2:4][N:3]([CH:8]2[CH2:17][CH2:16][C:15]3[CH:14]=[C:13]([C:18]#[N:19])[CH:12]=[CH:11][C:10]=3[CH2:9]2)[C:2](=[O:1])[CH2:7]1, predict the reactants needed to synthesize it. The reactants are: [O:1]=[C:2]1[CH2:7][NH:6][CH2:5][CH2:4][N:3]1[CH:8]1[CH2:17][CH2:16][C:15]2[CH:14]=[C:13]([C:18]#[N:19])[CH:12]=[CH:11][C:10]=2[CH2:9]1.[CH3:20][C:21]1[C:29]2[CH2:28][O:27][C:26](=[O:30])[C:25]=2[CH:24]=[CH:23][C:22]=1[CH2:31][CH:32]=O. (9) Given the product [C:6]1([C:12]([C:18]2[CH:17]=[CH:8][CH:7]=[CH:6][CH:11]=2)=[CH:13][CH:14]=[CH:15][CH:24]=[O:25])[CH:11]=[CH:10][CH:9]=[CH:8][CH:7]=1, predict the reactants needed to synthesize it. The reactants are: P(Cl)(Cl)(Cl)=O.[C:6]1([CH:12]=[CH:13][CH:14](O)[CH3:15])[CH:11]=[CH:10][CH:9]=[CH:8][CH:7]=1.[C:17]([O-])(=O)[CH3:18].[Na+].CN(C)[CH:24]=[O:25].